From a dataset of Reaction yield outcomes from USPTO patents with 853,638 reactions. Predict the reaction yield, written as a fraction of the theoretical maximum amount of product (1.0 means a 100% yield; for example, 0.34 means a 34% yield). (1) The reactants are [Cl:1][C:2]1[N:7]=[C:6]([NH:8][C:9]2[CH:10]=[C:11]3[C:15](=[CH:16][CH:17]=2)[NH:14][N:13]=[CH:12]3)[CH:5]=[CH:4][N:3]=1.[CH3:18][C:19]([O:22][C:23](O[C:23]([O:22][C:19]([CH3:21])([CH3:20])[CH3:18])=[O:24])=[O:24])([CH3:21])[CH3:20]. The catalyst is C(Cl)Cl.CN(C1C=CN=CC=1)C. The product is [C:19]([O:22][C:23]([N:8]([C:6]1[CH:5]=[CH:4][N:3]=[C:2]([Cl:1])[N:7]=1)[C:9]1[CH:10]=[C:11]2[C:15](=[CH:16][CH:17]=1)[N:14]([C:23]([O:22][C:19]([CH3:21])([CH3:20])[CH3:18])=[O:24])[N:13]=[CH:12]2)=[O:24])([CH3:21])([CH3:20])[CH3:18]. The yield is 0.670. (2) The reactants are FC(F)(F)C(O)=O.[O:8]1[C:12]2[CH:13]=[CH:14][CH:15]=[CH:16][C:11]=2[CH:10]=[C:9]1[C:17]([NH:19][C:20]1[S:21][CH:22]=[C:23]([C:32]2[N:36]([CH:37]([F:39])[F:38])[C:35]3[CH:40]=[CH:41][CH:42]=[CH:43][C:34]=3[N:33]=2)[C:24]=1[C:25]([O:27]C(C)(C)C)=[O:26])=[O:18]. The catalyst is ClCCl. The product is [O:8]1[C:12]2[CH:13]=[CH:14][CH:15]=[CH:16][C:11]=2[CH:10]=[C:9]1[C:17]([NH:19][C:20]1[S:21][CH:22]=[C:23]([C:32]2[N:36]([CH:37]([F:38])[F:39])[C:35]3[CH:40]=[CH:41][CH:42]=[CH:43][C:34]=3[N:33]=2)[C:24]=1[C:25]([OH:27])=[O:26])=[O:18]. The yield is 0.900.